From a dataset of Reaction yield outcomes from USPTO patents with 853,638 reactions. Predict the reaction yield, written as a fraction of the theoretical maximum amount of product (1.0 means a 100% yield; for example, 0.34 means a 34% yield). (1) The reactants are [CH2:1]([C@@:3]1([C:16]([N:18]2[CH2:23][CH2:22][N:21]([C:24]3[CH:29]=[C:28]([C:30]([F:33])([F:32])[F:31])[CH:27]=[CH:26][N:25]=3)[CH2:20][CH2:19]2)=[O:17])[CH2:7][CH2:6][C@H:5]([NH:8]C(=O)OC(C)(C)C)[CH2:4]1)[CH3:2].[ClH:34]. The catalyst is O1CCOCC1. The product is [ClH:34].[ClH:34].[CH2:1]([C@@:3]1([C:16]([N:18]2[CH2:23][CH2:22][N:21]([C:24]3[CH:29]=[C:28]([C:30]([F:33])([F:32])[F:31])[CH:27]=[CH:26][N:25]=3)[CH2:20][CH2:19]2)=[O:17])[CH2:7][CH2:6][C@H:5]([NH2:8])[CH2:4]1)[CH3:2]. The yield is 0.960. (2) The reactants are N1C2C(=CC=CC=2)CC(C(OC)=O)C1.BrCCCOC.C(=O)([O-])O.[Na+].C[O:27][C:28]([CH:30]1[CH2:39][C:38]2[C:33](=[CH:34][CH:35]=[CH:36][CH:37]=2)[N:32]([CH2:40][CH2:41][CH2:42][O:43][CH3:44])[CH2:31]1)=[O:29].C(OC(C1CC2C(=CC=CC=2)N(CCCOC)C1)=O)C.[OH-].[K+]. The catalyst is C(O)C.O. The product is [CH3:44][O:43][CH2:42][CH2:41][CH2:40][N:32]1[C:33]2[C:38](=[CH:37][CH:36]=[CH:35][CH:34]=2)[CH2:39][CH:30]([C:28]([OH:29])=[O:27])[CH2:31]1. The yield is 0.490. (3) The reactants are Cl[C:2]1[N:7]=[C:6]([C:8]2[CH:9]=[N:10][CH:11]=[CH:12][CH:13]=2)[C:5]([Cl:14])=[CH:4][N:3]=1.[NH2:15][CH:16]1[CH2:21][CH2:20][N:19]([C:22]([C:24]2[CH:29]=[CH:28][C:27]([NH:30][C:31](=[O:37])[O:32][C:33]([CH3:36])([CH3:35])[CH3:34])=[CH:26][CH:25]=2)=[O:23])[CH2:18][CH2:17]1.CCN(C(C)C)C(C)C. The catalyst is CCO.CN(C=O)C. The product is [Cl:14][C:5]1[C:6]([C:8]2[CH:9]=[N:10][CH:11]=[CH:12][CH:13]=2)=[N:7][C:2]([NH:15][CH:16]2[CH2:21][CH2:20][N:19]([C:22]([C:24]3[CH:29]=[CH:28][C:27]([NH:30][C:31](=[O:37])[O:32][C:33]([CH3:35])([CH3:34])[CH3:36])=[CH:26][CH:25]=3)=[O:23])[CH2:18][CH2:17]2)=[N:3][CH:4]=1. The yield is 0.880. (4) The reactants are [CH2:1]([O:3][C:4](=[O:42])[CH:5]([N:7]([O:35][C:36]1[CH:41]=[CH:40][CH:39]=[CH:38][CH:37]=1)[PH:8]([CH2:10][C:11]([CH3:34])=[CH:12][CH2:13][C:14]1[C:15]([O:27]CC[Si](C)(C)C)=[C:16]2[C:20](=[C:21]([CH3:25])[C:22]=1[CH2:23][CH3:24])[CH2:19][O:18][C:17]2=[O:26])=[O:9])[CH3:6])[CH3:2].N1C=CC=CC=1. The catalyst is C(O)(C(F)(F)F)=O.C(Cl)Cl. The product is [CH2:1]([O:3][C:4](=[O:42])[CH:5]([N:7]([O:35][C:36]1[CH:41]=[CH:40][CH:39]=[CH:38][CH:37]=1)[PH:8]([CH2:10][C:11]([CH3:34])=[CH:12][CH2:13][C:14]1[C:15]([OH:27])=[C:16]2[C:20](=[C:21]([CH3:25])[C:22]=1[CH2:23][CH3:24])[CH2:19][O:18][C:17]2=[O:26])=[O:9])[CH3:6])[CH3:2]. The yield is 0.870. (5) The reactants are [Si:1]([O:8][CH:9]([C:16]1[CH:25]=[CH:24][C:23]2[C:18](=[CH:19][CH:20]=[CH:21][CH:22]=2)[CH:17]=1)[CH2:10][CH2:11][CH2:12][CH2:13][CH:14]=C)([C:4]([CH3:7])([CH3:6])[CH3:5])([CH3:3])[CH3:2].O.C(=O)(O)[O-:28].[Na+].I([O-])(=O)(=O)=O.[Na+]. The catalyst is C(O)(C)(C)C.[Os](=O)(=O)(=O)=O. The product is [Si:1]([O:8][CH:9]([C:16]1[CH:25]=[CH:24][C:23]2[C:18](=[CH:19][CH:20]=[CH:21][CH:22]=2)[CH:17]=1)[CH2:10][CH2:11][CH2:12][CH2:13][CH:14]=[O:28])([C:4]([CH3:7])([CH3:6])[CH3:5])([CH3:3])[CH3:2]. The yield is 0.910. (6) The reactants are [Cl:1]C1C=C(C=CC=1)CP(=O)([O-])[O-].[Li][CH2:14][CH2:15][CH2:16][CH3:17].[CH3:18][CH2:19][CH2:20][CH2:21][CH2:22][CH3:23].[CH:24](=O)[CH2:25][CH2:26]CC#C. The catalyst is C1COCC1. The product is [Cl:1][C:20]1[CH:19]=[CH:18][CH:23]=[CH:22][C:21]=1[CH:17]=[CH:16][CH2:15][CH2:14][CH2:24][C:25]#[CH:26]. The yield is 0.540.